From a dataset of Forward reaction prediction with 1.9M reactions from USPTO patents (1976-2016). Predict the product of the given reaction. (1) Given the reactants [CH3:1][C:2]1[CH:7]=[CH:6][N:5]=[C:4]([CH:8]=[O:9])[CH:3]=1.C[Si]([C:14]#[N:15])(C)C.[H-].[Al+3].[Li+].[H-].[H-].[H-].[OH-].[Na+], predict the reaction product. The product is: [NH2:15][CH2:14][CH:8]([C:4]1[CH:3]=[C:2]([CH3:1])[CH:7]=[CH:6][N:5]=1)[OH:9]. (2) Given the reactants F[C:2]1[CH:11]=[CH:10][C:5]([C:6]([O:8][CH3:9])=[O:7])=[CH:4][C:3]=1[N+:12]([O-:14])=[O:13].CS(C)=O.CCN(C(C)C)C(C)C.Cl.[F:29][C:30]1([F:38])[CH2:35][CH2:34][CH:33]([CH2:36][NH2:37])[CH2:32][CH2:31]1, predict the reaction product. The product is: [F:29][C:30]1([F:38])[CH2:35][CH2:34][CH:33]([CH2:36][NH:37][C:2]2[CH:11]=[CH:10][C:5]([C:6]([O:8][CH3:9])=[O:7])=[CH:4][C:3]=2[N+:12]([O-:14])=[O:13])[CH2:32][CH2:31]1. (3) Given the reactants C(O)(=O)C.C(N)(C)(C)C.[Cl:10][C:11]1[CH:12]=[C:13]([C:21]2[O:25][N:24]=[C:23]([C:26]3[CH:42]=[CH:41][C:29]([CH2:30][N:31]4[CH2:36][CH2:35][C:34]([CH3:40])([C:37]([OH:39])=[O:38])[CH2:33][CH2:32]4)=[CH:28][CH:27]=3)[N:22]=2)[CH:14]=[CH:15][C:16]=1[CH2:17][CH:18]([CH3:20])[CH3:19], predict the reaction product. The product is: [Cl:10][C:11]1[CH:12]=[C:13]([C:21]2[O:25][N:24]=[C:23]([C:26]3[CH:42]=[CH:41][C:29]([CH2:30][N:31]4[CH2:36][CH2:35][C:34]([CH3:40])([C:37]([OH:39])=[O:38])[CH2:33][CH2:32]4)=[CH:28][CH:27]=3)[N:22]=2)[CH:14]=[CH:15][C:16]=1[CH2:17][CH:18]([CH3:20])[CH3:19]. (4) Given the reactants [CH3:1][N:2]1[CH2:15][CH2:14][C:5]2[NH:6][C:7]3[CH:8]=[CH:9][C:10]([CH3:13])=[CH:11][C:12]=3[C:4]=2[CH2:3]1.[CH3:16][O:17][C:18]1[CH:23]=[CH:22][C:21]([CH:24]=[CH2:25])=[CH:20][N:19]=1.[OH-].[K+].[CH3:28]N1C(=O)CCC1, predict the reaction product. The product is: [CH2:16]([O:17][C:18]1[N:19]=[CH:20][C:21]([CH2:24][CH2:25][N:6]2[C:7]3[CH:8]=[CH:9][C:10]([CH3:13])=[CH:11][C:12]=3[C:4]3[CH2:3][N:2]([CH3:1])[CH2:15][CH2:14][C:5]2=3)=[CH:22][CH:23]=1)[CH3:28]. (5) Given the reactants [CH3:1][O:2][C:3](=[O:24])[CH2:4][C:5]1[C:14]([CH3:15])=[C:13]([C:16]2[CH:21]=[CH:20][C:19]([NH2:22])=[CH:18][CH:17]=2)[C:12]2[C:7](=[CH:8][CH:9]=[C:10]([F:23])[CH:11]=2)[CH:6]=1.[C:25]1([S:31](Cl)(=[O:33])=[O:32])[CH:30]=[CH:29][CH:28]=[CH:27][CH:26]=1.C(N(C(C)C)CC)(C)C, predict the reaction product. The product is: [CH3:1][O:2][C:3](=[O:24])[CH2:4][C:5]1[C:14]([CH3:15])=[C:13]([C:16]2[CH:21]=[CH:20][C:19]([NH:22][S:31]([C:25]3[CH:30]=[CH:29][CH:28]=[CH:27][CH:26]=3)(=[O:33])=[O:32])=[CH:18][CH:17]=2)[C:12]2[C:7](=[CH:8][CH:9]=[C:10]([F:23])[CH:11]=2)[CH:6]=1. (6) The product is: [Br:1][CH2:2][CH2:3][CH2:4][CH2:5][O:6][CH:8]1[CH2:9][CH2:10][CH2:11][CH2:12][O:7]1. Given the reactants [Br:1][CH2:2][CH2:3][CH2:4][CH2:5][OH:6].[O:7]1[CH:12]=[CH:11][CH2:10][CH2:9][CH2:8]1.C(=O)([O-])[O-].[K+].[K+], predict the reaction product. (7) Given the reactants [Br:1][C:2]1[CH:14]=[CH:13][C:5](/[CH:6]=[CH:7]/[C:8](OCC)=[O:9])=[CH:4][CH:3]=1.[H-].C([Al+]CC(C)C)C(C)C.Cl, predict the reaction product. The product is: [Br:1][C:2]1[CH:3]=[CH:4][C:5](/[CH:6]=[CH:7]/[CH2:8][OH:9])=[CH:13][CH:14]=1. (8) Given the reactants [NH2:1][C:2]1[CH:7]=[CH:6][CH:5]=[CH:4][C:3]=1[NH:8][C:9]([C:11]1[CH:15]=[C:14]([CH3:16])[N:13]([CH2:17][C:18]2[C:26]3[O:25][C:24]([CH:27]([CH3:29])[CH3:28])=[CH:23][C:22]=3[CH:21]=[C:20]([Cl:30])[CH:19]=2)[N:12]=1)=O, predict the reaction product. The product is: [ClH:30].[Cl:30][C:20]1[CH:19]=[C:18]([CH2:17][N:13]2[C:14]([CH3:16])=[CH:15][C:11]([C:9]3[NH:8][C:3]4[CH:4]=[CH:5][CH:6]=[CH:7][C:2]=4[N:1]=3)=[N:12]2)[C:26]2[O:25][C:24]([CH:27]([CH3:29])[CH3:28])=[CH:23][C:22]=2[CH:21]=1.